Dataset: Peptide-MHC class II binding affinity with 134,281 pairs from IEDB. Task: Regression. Given a peptide amino acid sequence and an MHC pseudo amino acid sequence, predict their binding affinity value. This is MHC class II binding data. (1) The peptide sequence is IRQAGVQYSRADEEQ. The MHC is DRB3_0202 with pseudo-sequence DRB3_0202. The binding affinity (normalized) is 0. (2) The peptide sequence is EKKYFAATQFEPFAA. The MHC is HLA-DPA10201-DPB10101 with pseudo-sequence HLA-DPA10201-DPB10101. The binding affinity (normalized) is 0.872. (3) The peptide sequence is NQEILELAQSETCSPG. The MHC is DRB4_0101 with pseudo-sequence DRB4_0103. The binding affinity (normalized) is 0.145.